This data is from Forward reaction prediction with 1.9M reactions from USPTO patents (1976-2016). The task is: Predict the product of the given reaction. (1) Given the reactants B1([C:15]2[N:20]=[CH:19][CH:18]=[CH:17][CH:16]=2)OCCN(C2C=CC=CC=2)CCO1.[Cl:21][C:22]1[N:27]=[C:26](Cl)[CH:25]=[CH:24][N:23]=1.P([O-])([O-])([O-])=O.[K+].[K+].[K+], predict the reaction product. The product is: [Cl:21][C:22]1[N:27]=[C:26]([C:15]2[CH:16]=[CH:17][CH:18]=[CH:19][N:20]=2)[CH:25]=[CH:24][N:23]=1. (2) Given the reactants [S:1]1[CH:5]=[CH:4][CH:3]=[C:2]1[C:6]1[CH:7]=[C:8]([CH:11]=O)[NH:9][N:10]=1.[CH3:13][C:14]1[C:19]([CH3:20])=[CH:18][C:17]([NH2:21])=[C:16]([NH2:22])[CH:15]=1.S(S([O-])=O)([O-])(=O)=O.[Na+].[Na+], predict the reaction product. The product is: [CH3:13][C:14]1[C:19]([CH3:20])=[CH:18][C:17]2[NH:21][C:11]([C:8]3[NH:9][N:10]=[C:6]([C:2]4[S:1][CH:5]=[CH:4][CH:3]=4)[CH:7]=3)=[N:22][C:16]=2[CH:15]=1. (3) Given the reactants [NH2:1][C:2]1[N:7]=[C:6]([O:8]C)[N:5]([CH2:10][CH2:11][CH2:12][C:13]([O:15][CH2:16][CH3:17])=[O:14])[C:4](=[O:18])[CH:3]=1.Cl.[CH2:20]([C:22]1[CH:23]=[C:24]([CH:26]=[CH:27][C:28]=1[CH3:29])N)[CH3:21], predict the reaction product. The product is: [CH2:16]([O:15][C:13]([CH2:12][CH2:11][CH2:10][N:5]1[C:4](=[O:18])[CH:3]=[C:2]([NH:1][C:24]2[CH:26]=[CH:27][C:28]([CH3:29])=[C:22]([CH2:20][CH3:21])[CH:23]=2)[NH:7][C:6]1=[O:8])=[O:14])[CH3:17]. (4) Given the reactants [C:1]1([CH2:7][CH2:8][C:9](Cl)=[O:10])[CH:6]=[CH:5][CH:4]=[CH:3][CH:2]=1.[Cl:12][C:13]1[CH:18]=[CH:17][C:16]([C:19]2[C:20]([NH2:30])=[N:21][N:22]3[C:27]([CH3:28])=[CH:26][C:25]([CH3:29])=[N:24][C:23]=23)=[CH:15][C:14]=1[CH3:31], predict the reaction product. The product is: [Cl:12][C:13]1[CH:18]=[CH:17][C:16]([C:19]2[C:20]([NH:30][C:9](=[O:10])[CH2:8][CH2:7][C:1]3[CH:6]=[CH:5][CH:4]=[CH:3][CH:2]=3)=[N:21][N:22]3[C:27]([CH3:28])=[CH:26][C:25]([CH3:29])=[N:24][C:23]=23)=[CH:15][C:14]=1[CH3:31]. (5) Given the reactants [Br:1][C:2]1[CH:7]=[CH:6][C:5]([C:8]2[N:12]([CH2:13][C@@H:14]3[CH2:18][CH2:17][N:16]([C:19]([O:21]C(C)(C)C)=O)[CH2:15]3)[CH:11]=[N:10][N:9]=2)=[C:4]([F:26])[CH:3]=1.C(O)(C(F)(F)F)=O.CCN([CH:40]([CH3:42])[CH3:41])C(C)C.C1(C(Cl)=O)CC1, predict the reaction product. The product is: [Br:1][C:2]1[CH:7]=[CH:6][C:5]([C:8]2[N:12]([CH2:13][C@@H:14]3[CH2:18][CH2:17][N:16]([C:19]([CH:40]4[CH2:42][CH2:41]4)=[O:21])[CH2:15]3)[CH:11]=[N:10][N:9]=2)=[C:4]([F:26])[CH:3]=1.